From a dataset of Reaction yield outcomes from USPTO patents with 853,638 reactions. Predict the reaction yield, written as a fraction of the theoretical maximum amount of product (1.0 means a 100% yield; for example, 0.34 means a 34% yield). The reactants are [N:1]([CH2:4][CH:5]1[O:9][C:8](=[O:10])[N:7]([CH2:11][C:12]2[CH:17]=[CH:16][CH:15]=[CH:14][CH:13]=2)[CH2:6]1)=[N+]=[N-].[H][H]. The catalyst is [Pd].CO. The product is [NH2:1][CH2:4][C@H:5]1[O:9][C:8](=[O:10])[N:7]([CH2:11][C:12]2[CH:17]=[CH:16][CH:15]=[CH:14][CH:13]=2)[CH2:6]1. The yield is 0.850.